This data is from Forward reaction prediction with 1.9M reactions from USPTO patents (1976-2016). The task is: Predict the product of the given reaction. (1) The product is: [CH2:1]([C:4]1([C:10]([O:12][CH3:13])=[O:11])[CH2:9][CH2:8][N:7]([C:22]([O:21][CH2:14][C:15]2[CH:20]=[CH:19][CH:18]=[CH:17][CH:16]=2)=[O:23])[CH2:6][CH2:5]1)[CH:2]=[CH2:3]. Given the reactants [CH2:1]([C:4]1([C:10]([O:12][CH3:13])=[O:11])[CH2:9][CH2:8][NH:7][CH2:6][CH2:5]1)[CH:2]=[CH2:3].[CH2:14]([O:21][C:22](ON1C(=O)CCC1=O)=[O:23])[C:15]1[CH:20]=[CH:19][CH:18]=[CH:17][CH:16]=1.C(N(CC)C(C)C)(C)C, predict the reaction product. (2) Given the reactants [CH:1](=O)[CH2:2][CH2:3][CH2:4][CH:5]=[CH2:6].[C:8]1([CH3:31])[CH:13]=[CH:12][C:11]([C:14]2[N:15]=[C:16]3[CH2:30][CH2:29][CH2:28][NH:27][C:17]3=[N:18][C:19]=2[C:20]2[CH:25]=[CH:24][C:23]([CH3:26])=[CH:22][CH:21]=2)=[CH:10][CH:9]=1.C(O[BH-](OC(=O)C)OC(=O)C)(=O)C.[Na+], predict the reaction product. The product is: [CH2:1]([N:27]1[C:17]2=[N:18][C:19]([C:20]3[CH:21]=[CH:22][C:23]([CH3:26])=[CH:24][CH:25]=3)=[C:14]([C:11]3[CH:12]=[CH:13][C:8]([CH3:31])=[CH:9][CH:10]=3)[N:15]=[C:16]2[CH2:30][CH2:29][CH2:28]1)[CH2:2][CH2:3][CH2:4][CH:5]=[CH2:6]. (3) Given the reactants Br[C:2]1[S:3][C:4]([CH:7]=[O:8])=[CH:5][CH:6]=1.[C:9](=[O:16])([O:11][CH2:12][CH2:13][O:14][CH3:15])[NH2:10], predict the reaction product. The product is: [CH:7]([C:4]1[S:3][C:2]([NH:10][C:9](=[O:16])[O:11][CH2:12][CH2:13][O:14][CH3:15])=[CH:6][CH:5]=1)=[O:8]. (4) Given the reactants [Cl:1][C:2]1[CH:3]=[CH:4][C:5]2[N:11]([C:12](=[O:22])[CH:13]3[CH:18]=[CH:17][CH:16]=[CH:15][C:14]3([O:20][CH3:21])N)[CH2:10][CH2:9][CH2:8][CH:7]([CH2:23][C:24]([N:26]3[CH2:31][CH2:30][N:29]([CH3:32])[CH2:28][CH2:27]3)=[O:25])[C:6]=2[CH:33]=1.[C:34]1([CH3:42])[C:35]([CH:40]=O)=[CH:36][CH:37]=[CH:38][CH:39]=1.C(O)(=O)C.C([BH3-])#[N:48].[Na+], predict the reaction product. The product is: [Cl:1][C:2]1[CH:3]=[CH:4][C:5]2[N:11]([C:12](=[O:22])[C:13]3[CH:18]=[CH:17][C:16]([NH:48][CH2:40][C:35]4[CH:36]=[CH:37][CH:38]=[CH:39][C:34]=4[CH3:42])=[CH:15][C:14]=3[O:20][CH3:21])[CH2:10][CH2:9][CH2:8][CH:7]([CH2:23][C:24]([N:26]3[CH2:27][CH2:28][N:29]([CH3:32])[CH2:30][CH2:31]3)=[O:25])[C:6]=2[CH:33]=1. (5) The product is: [CH2:77]([N:84]([CH2:85][CH2:86][O:87][Si:88]([C:91]([CH3:94])([CH3:93])[CH3:92])([CH3:89])[CH3:90])[C:74]([C:55]1[C:54]([O:53][CH2:46][C:47]2[CH:52]=[CH:51][CH:50]=[CH:49][CH:48]=2)=[C:59]([OH:60])[N:58]=[C:57]([CH2:61][C:62]2([C:67]3[CH:72]=[CH:71][C:70]([Cl:73])=[CH:69][CH:68]=3)[CH2:63][CH2:64][CH2:65][CH2:66]2)[N:56]=1)=[O:76])[C:78]1[CH:83]=[CH:82][CH:81]=[CH:80][CH:79]=1. Given the reactants [Si](OCCN(C)C(C1C(OCC2C=CC=CC=2)=C(O)N=C(CC2(C3C4C(=CC=CC=4)C=CC=3)CCCC2)N=1)=O)(C(C)(C)C)(C)C.[CH2:46]([O:53][C:54]1[C:55]([C:74]([OH:76])=O)=[N:56][C:57]([CH2:61][C:62]2([C:67]3[CH:72]=[CH:71][C:70]([Cl:73])=[CH:69][CH:68]=3)[CH2:66][CH2:65][CH2:64][CH2:63]2)=[N:58][C:59]=1[OH:60])[C:47]1[CH:52]=[CH:51][CH:50]=[CH:49][CH:48]=1.[CH2:77]([NH:84][CH2:85][CH2:86][O:87][Si:88]([C:91]([CH3:94])([CH3:93])[CH3:92])([CH3:90])[CH3:89])[C:78]1[CH:83]=[CH:82][CH:81]=[CH:80][CH:79]=1, predict the reaction product. (6) Given the reactants CS[C:3]1[CH:8]=[CH:7][C:6]([CH:9]([C:17]2[NH:18][C:19]([C:22]3[CH:27]=[CH:26][CH:25]=[CH:24][N:23]=3)=[CH:20][CH:21]=2)[CH2:10][CH:11]2[CH2:16][CH2:15][O:14][CH2:13][CH2:12]2)=[CH:5][N:4]=1.O1CCC[CH2:29]1.O[O:34][S:35]([O-:37])=O.[K+].C(=O)([O-])O.[Na+], predict the reaction product. The product is: [CH3:29][S:35]([C:3]1[CH:8]=[CH:7][C:6]([CH:9]([C:17]2[NH:18][C:19]([C:22]3[CH:27]=[CH:26][CH:25]=[CH:24][N:23]=3)=[CH:20][CH:21]=2)[CH2:10][CH:11]2[CH2:16][CH2:15][O:14][CH2:13][CH2:12]2)=[CH:5][N:4]=1)(=[O:37])=[O:34]. (7) Given the reactants [Si:1]([O:8][CH2:9][C:10]1[N:11]=[C:12]([N:15]2[CH2:20][CH2:19][O:18][CH2:17][CH2:16]2)[S:13][CH:14]=1)([C:4]([CH3:7])([CH3:6])[CH3:5])([CH3:3])[CH3:2].[Li]CCCC.CN([CH:29]=[O:30])C.[NH4+].[Cl-], predict the reaction product. The product is: [Si:1]([O:8][CH2:9][C:10]1[N:11]=[C:12]([N:15]2[CH2:16][CH2:17][O:18][CH2:19][CH2:20]2)[S:13][C:14]=1[CH:29]=[O:30])([C:4]([CH3:5])([CH3:6])[CH3:7])([CH3:3])[CH3:2]. (8) Given the reactants [Mg].II.Br[C:5]1[S:6][CH:7]=[CH:8][C:9]=1[CH2:10][CH:11]([CH2:20][CH2:21][CH2:22][CH2:23][CH2:24][CH3:25])[CH2:12][CH2:13][CH2:14][CH2:15][CH2:16][CH2:17][CH2:18][CH3:19].[CH2:26]([Sn:30](Cl)([CH2:35][CH2:36][CH2:37][CH3:38])[CH2:31][CH2:32][CH2:33][CH3:34])[CH2:27][CH2:28][CH3:29], predict the reaction product. The product is: [CH2:35]([Sn:30]([CH2:26][CH2:27][CH2:28][CH3:29])([CH2:31][CH2:32][CH2:33][CH3:34])[C:5]1[S:6][CH:7]=[CH:8][C:9]=1[CH2:10][CH:11]([CH2:20][CH2:21][CH2:22][CH2:23][CH2:24][CH3:25])[CH2:12][CH2:13][CH2:14][CH2:15][CH2:16][CH2:17][CH2:18][CH3:19])[CH2:36][CH2:37][CH3:38]. (9) Given the reactants [NH2:1][CH2:2][C:3]1[CH:8]=[CH:7][C:6]([C:9]2[N:14]=[C:13]([CH2:15][CH2:16][CH2:17][N:18]([CH2:22][CH2:23][CH3:24])[CH2:19][CH2:20][CH3:21])[CH:12]=[CH:11][CH:10]=2)=[CH:5][CH:4]=1.[NH:25]1[CH:29]=[CH:28][N:27]=[C:26]1[CH:30]=O.C(OC)(OC)OC.[BH4-].[Na+], predict the reaction product. The product is: [NH:25]1[CH:29]=[CH:28][N:27]=[C:26]1[CH2:30][NH:1][CH2:2][C:3]1[CH:8]=[CH:7][C:6]([C:9]2[N:14]=[C:13]([CH2:15][CH2:16][CH2:17][N:18]([CH2:22][CH2:23][CH3:24])[CH2:19][CH2:20][CH3:21])[CH:12]=[CH:11][CH:10]=2)=[CH:5][CH:4]=1. (10) The product is: [Cl:1][C:2]1[CH:11]=[C:10]([O:27][CH2:28][C:29]2[CH:34]=[CH:33][C:32]([O:35][CH3:36])=[CH:31][CH:30]=2)[C:9]2[C:4](=[C:5]([Cl:15])[C:6]([O:13][CH3:14])=[CH:7][CH:8]=2)[N:3]=1. Given the reactants [Cl:1][C:2]1[CH:11]=[C:10](Cl)[C:9]2[C:4](=[C:5]([Cl:15])[C:6]([O:13][CH3:14])=[CH:7][CH:8]=2)[N:3]=1.ClC1C=C([O:27][CH2:28][C:29]2[CH:34]=[CH:33][C:32]([O:35][CH3:36])=[CH:31][CH:30]=2)C2C(=C(C)C(OC)=CC=2)N=1, predict the reaction product.